From a dataset of Reaction yield outcomes from USPTO patents with 853,638 reactions. Predict the reaction yield, written as a fraction of the theoretical maximum amount of product (1.0 means a 100% yield; for example, 0.34 means a 34% yield). (1) The reactants are [OH:1][C:2]1[CH:3]=[N:4][CH:5]=[C:6]([CH3:8])[CH:7]=1.Br[C:10]1[CH:15]=[CH:14][CH:13]=[C:12]([N+:16]([O-:18])=[O:17])[CH:11]=1.C([O-])([O-])=O.[K+].[K+].O. The catalyst is CN(C=O)C.[Cu]I. The product is [CH3:8][C:6]1[CH:7]=[C:2]([O:1][C:10]2[CH:11]=[C:12]([N+:16]([O-:18])=[O:17])[CH:13]=[CH:14][CH:15]=2)[CH:3]=[N:4][CH:5]=1. The yield is 0.130. (2) The reactants are CC[N:3](C(C)C)C(C)C.[CH3:10][C:11]([C:15]1[N:19]([CH2:20][CH:21]2[CH2:26][CH2:25][O:24][CH2:23][CH2:22]2)[C:18]2[CH:27]=[CH:28][C:29]([S:31]([N:34]3[CH:38]=[C:37]([C:39]([OH:41])=O)[CH:36]=[N:35]3)(=[O:33])=[O:32])=[CH:30][C:17]=2[N:16]=1)([CH3:14])[CH2:12][CH3:13].CN(C(ON1N=NC2C=CC=NC1=2)=[N+](C)C)C.F[P-](F)(F)(F)(F)F.N. The catalyst is CN(C=O)C. The product is [CH3:14][C:11]([C:15]1[N:19]([CH2:20][CH:21]2[CH2:26][CH2:25][O:24][CH2:23][CH2:22]2)[C:18]2[CH:27]=[CH:28][C:29]([S:31]([N:34]3[CH:38]=[C:37]([C:39]([NH2:3])=[O:41])[CH:36]=[N:35]3)(=[O:32])=[O:33])=[CH:30][C:17]=2[N:16]=1)([CH3:10])[CH2:12][CH3:13]. The yield is 0.180. (3) The reactants are [Cl:1][C:2]1[CH:3]=[C:4]([CH:8]=[CH:9][C:10]=1[Cl:11])[NH:5][CH:6]=[O:7].Br[CH2:13][CH2:14][CH2:15][Cl:16].C(=O)([O-])[O-].[Cs+].[Cs+]. The catalyst is CC(C)=O. The yield is 0.770. The product is [Cl:1][C:2]1[CH:3]=[C:4]([CH:8]=[CH:9][C:10]=1[Cl:11])[N:5]([CH2:13][CH2:14][CH2:15][Cl:16])[CH:6]=[O:7].